Dataset: Full USPTO retrosynthesis dataset with 1.9M reactions from patents (1976-2016). Task: Predict the reactants needed to synthesize the given product. Given the product [Cl:1][C:2]1[CH:7]=[C:6]([C:26]([OH:28])=[O:27])[C:5]([Cl:8])=[CH:4][N:3]=1, predict the reactants needed to synthesize it. The reactants are: [Cl:1][C:2]1[CH:7]=[CH:6][C:5]([Cl:8])=[CH:4][N:3]=1.C([Li])CCC.CN(C)CCN(C)CCN(C)C.[C:26](=[O:28])=[O:27].